This data is from Experimentally validated miRNA-target interactions with 360,000+ pairs, plus equal number of negative samples. The task is: Binary Classification. Given a miRNA mature sequence and a target amino acid sequence, predict their likelihood of interaction. The protein sequence of the target gene is MSTPSRFKKDKEIIAEYESQVKEIRAQLVEQQKCLEQQTEMRVQLLQDLQDFFRKKAEIETEYSRNLEKLAERFMAKTRSTKDHQQYKKDQNLLSPVNCWYLLLNQVRRESKDHATLSDIYLNNVIMRFMQISEDSTRMFKKSKEIAFQLHEDLMKVLNELYTVMKTYHMYHAESISAESKLKEAEKQEEKQIGRSGDPVFHIRLEERHQRRSSVKKIEKMKEKRQAKYSENKLKSIKARNEYLLTLEATNASVFKYYIHDLSDLIDCCDLGYHASLNRALRTYLSAEYNLETSRHEGLD.... The miRNA is hsa-miR-92b-5p with sequence AGGGACGGGACGCGGUGCAGUG. Result: 1 (interaction).